From a dataset of Hepatocyte clearance measurements from AstraZeneca. Regression/Classification. Given a drug SMILES string, predict its absorption, distribution, metabolism, or excretion properties. Task type varies by dataset: regression for continuous measurements (e.g., permeability, clearance, half-life) or binary classification for categorical outcomes (e.g., BBB penetration, CYP inhibition). For this dataset (clearance_hepatocyte_az), we predict log10(clearance) (log10 of the in vitro intrinsic clearance, CLint, in uL/min per 10^6 hepatocytes; values are censored to the assay range of 3 to 150, which is 0.477 to 2.18 on this log10 scale). (1) The molecule is N=C(N)NC(=O)c1nc(Cl)c(N)nc1N. The log10(clearance) is 0.480. (2) The molecule is O=c1[nH]c2c(O)ccc([C@@H](O)CNCCCSCCOCCc3cccc4ccccc34)c2s1. The log10(clearance) is 1.17. (3) The drug is Cc1ccc(S(=O)(=O)Nc2c(C(=O)NC3CCCCC3C)c(C)nn2-c2ccccc2)cc1. The log10(clearance) is 1.23. (4) The drug is CC[C@H](Nc1ncnc2[nH]cnc12)c1nc2cccc(F)c2c(=O)n1-c1ccccc1. The log10(clearance) is 1.29. (5) The molecule is C[C@@](C(=O)O[C@H]1C[N+]2(CC(=O)Nc3ccccn3)CCC1CC2)(c1ccccc1)N1CCCCC1. The log10(clearance) is 1.81. (6) The compound is NC1(c2ccc(-c3ncc4nccn4c3-c3ccccc3)cc2)CCC1. The log10(clearance) is 0.480.